From a dataset of NCI-60 drug combinations with 297,098 pairs across 59 cell lines. Regression. Given two drug SMILES strings and cell line genomic features, predict the synergy score measuring deviation from expected non-interaction effect. (1) Drug 1: C1=CC(=CC=C1CCC2=CNC3=C2C(=O)NC(=N3)N)C(=O)NC(CCC(=O)O)C(=O)O. Drug 2: CNC(=O)C1=NC=CC(=C1)OC2=CC=C(C=C2)NC(=O)NC3=CC(=C(C=C3)Cl)C(F)(F)F. Cell line: SK-MEL-2. Synergy scores: CSS=26.8, Synergy_ZIP=-11.2, Synergy_Bliss=-17.5, Synergy_Loewe=-24.5, Synergy_HSA=-15.7. (2) Drug 1: C1CC(=O)NC(=O)C1N2C(=O)C3=CC=CC=C3C2=O. Drug 2: C1CCC(C(C1)N)N.C(=O)(C(=O)[O-])[O-].[Pt+4]. Cell line: RXF 393. Synergy scores: CSS=15.0, Synergy_ZIP=-9.93, Synergy_Bliss=-10.4, Synergy_Loewe=-1.04, Synergy_HSA=-2.41.